Dataset: Reaction yield outcomes from USPTO patents with 853,638 reactions. Task: Predict the reaction yield, written as a fraction of the theoretical maximum amount of product (1.0 means a 100% yield; for example, 0.34 means a 34% yield). (1) The reactants are [NH2:1][C:2]1[CH:7]=[CH:6][CH:5]=[C:4]([C:8]([F:11])([F:10])[F:9])[C:3]=1[CH2:12]O.[CH3:14][C:15]1[CH:16]=[C:17]([C:22](=O)[CH3:23])[CH:18]=[C:19]([CH3:21])[CH:20]=1.[OH-].[K+]. The catalyst is C1(C)C=CC=CC=1. The product is [CH3:14][C:15]1[CH:16]=[C:17]([C:22]2[CH:23]=[CH:12][C:3]3[C:2](=[CH:7][CH:6]=[CH:5][C:4]=3[C:8]([F:11])([F:10])[F:9])[N:1]=2)[CH:18]=[C:19]([CH3:21])[CH:20]=1. The yield is 0.350. (2) The reactants are [Br:1][C:2]1[C:7]([N+:8]([O-])=O)=[CH:6][CH:5]=[CH:4][C:3]=1[F:11].[BH4-].[Na+].O. The catalyst is CO.Cl[Ni]Cl. The product is [Br:1][C:2]1[C:3]([F:11])=[CH:4][CH:5]=[CH:6][C:7]=1[NH2:8]. The yield is 0.700.